Task: Predict the product of the given reaction.. Dataset: Forward reaction prediction with 1.9M reactions from USPTO patents (1976-2016) (1) Given the reactants [CH2:1]([N:8]1[CH2:25][CH:24]([CH:26]=[CH2:27])[O:23][C:10]2([CH2:15][CH2:14][N:13](C(OC(C)(C)C)=O)[CH2:12][CH2:11]2)[CH2:9]1)[C:2]1[CH:7]=[CH:6][CH:5]=[CH:4][CH:3]=1.Cl.[CH:29]([O:32][C:33]1[CH:41]=[CH:40][C:36]([C:37]([OH:39])=O)=[CH:35][C:34]=1[CH3:42])([CH3:31])[CH3:30].F[P-](F)(F)(F)(F)F.C[NH2+]C.C(N(CC)CC)C, predict the reaction product. The product is: [CH2:1]([N:8]1[CH2:25][CH:24]([CH:26]=[CH2:27])[O:23][C:10]2([CH2:11][CH2:12][N:13]([C:37]([C:36]3[CH:40]=[CH:41][C:33]([O:32][CH:29]([CH3:30])[CH3:31])=[C:34]([CH3:42])[CH:35]=3)=[O:39])[CH2:14][CH2:15]2)[CH2:9]1)[C:2]1[CH:3]=[CH:4][CH:5]=[CH:6][CH:7]=1. (2) Given the reactants [Li+].[Cl-].[CH3:3][N:4]1[C:12](=[O:13])[C:11]2[N:10]([CH3:14])[CH:9]=[N:8][C:7]=2[N:6]([CH3:15])[C:5]1=[O:16].Br[CH2:18][C:19](=[CH2:25])[C:20]([O:22][CH2:23][CH3:24])=[O:21].C([Cu])#N, predict the reaction product. The product is: [CH3:3][N:4]1[C:12](=[O:13])[C:11]2[N:10]([CH3:14])[C:9]([CH2:25][C:19](=[CH2:18])[C:20]([O:22][CH2:23][CH3:24])=[O:21])=[N:8][C:7]=2[N:6]([CH3:15])[C:5]1=[O:16].